Regression. Given two drug SMILES strings and cell line genomic features, predict the synergy score measuring deviation from expected non-interaction effect. From a dataset of NCI-60 drug combinations with 297,098 pairs across 59 cell lines. (1) Synergy scores: CSS=-4.13, Synergy_ZIP=2.37, Synergy_Bliss=1.27, Synergy_Loewe=-3.10, Synergy_HSA=-3.76. Drug 1: CC12CCC3C(C1CCC2O)C(CC4=C3C=CC(=C4)O)CCCCCCCCCS(=O)CCCC(C(F)(F)F)(F)F. Cell line: NCI-H226. Drug 2: C1CNP(=O)(OC1)N(CCCl)CCCl. (2) Drug 1: CC1=C(N=C(N=C1N)C(CC(=O)N)NCC(C(=O)N)N)C(=O)NC(C(C2=CN=CN2)OC3C(C(C(C(O3)CO)O)O)OC4C(C(C(C(O4)CO)O)OC(=O)N)O)C(=O)NC(C)C(C(C)C(=O)NC(C(C)O)C(=O)NCCC5=NC(=CS5)C6=NC(=CS6)C(=O)NCCC[S+](C)C)O. Drug 2: CCC1(CC2CC(C3=C(CCN(C2)C1)C4=CC=CC=C4N3)(C5=C(C=C6C(=C5)C78CCN9C7C(C=CC9)(C(C(C8N6C)(C(=O)OC)O)OC(=O)C)CC)OC)C(=O)OC)O.OS(=O)(=O)O. Cell line: SK-MEL-5. Synergy scores: CSS=13.8, Synergy_ZIP=-5.26, Synergy_Bliss=3.89, Synergy_Loewe=-3.81, Synergy_HSA=-3.46. (3) Drug 1: CC(C1=C(C=CC(=C1Cl)F)Cl)OC2=C(N=CC(=C2)C3=CN(N=C3)C4CCNCC4)N. Drug 2: CC1=C(C(=CC=C1)Cl)NC(=O)C2=CN=C(S2)NC3=CC(=NC(=N3)C)N4CCN(CC4)CCO. Cell line: SNB-75. Synergy scores: CSS=19.4, Synergy_ZIP=-4.80, Synergy_Bliss=-0.356, Synergy_Loewe=-11.6, Synergy_HSA=-0.103. (4) Drug 1: CC12CCC(CC1=CCC3C2CCC4(C3CC=C4C5=CN=CC=C5)C)O. Drug 2: CN(C)N=NC1=C(NC=N1)C(=O)N. Cell line: SR. Synergy scores: CSS=23.3, Synergy_ZIP=-5.84, Synergy_Bliss=-8.02, Synergy_Loewe=-22.0, Synergy_HSA=-7.92. (5) Drug 2: C1=CC=C(C=C1)NC(=O)CCCCCCC(=O)NO. Synergy scores: CSS=11.1, Synergy_ZIP=-2.84, Synergy_Bliss=-4.16, Synergy_Loewe=-4.01, Synergy_HSA=-4.11. Cell line: SNB-19. Drug 1: CC(CN1CC(=O)NC(=O)C1)N2CC(=O)NC(=O)C2. (6) Drug 1: C1CC(=O)NC(=O)C1N2C(=O)C3=CC=CC=C3C2=O. Drug 2: CC1C(C(CC(O1)OC2CC(CC3=C2C(=C4C(=C3O)C(=O)C5=C(C4=O)C(=CC=C5)OC)O)(C(=O)CO)O)N)O.Cl. Cell line: KM12. Synergy scores: CSS=36.7, Synergy_ZIP=8.33, Synergy_Bliss=9.85, Synergy_Loewe=-23.6, Synergy_HSA=4.16. (7) Drug 1: CS(=O)(=O)OCCCCOS(=O)(=O)C. Drug 2: CC(C)NC(=O)C1=CC=C(C=C1)CNNC.Cl. Cell line: SNB-19. Synergy scores: CSS=-2.50, Synergy_ZIP=10.4, Synergy_Bliss=1.40, Synergy_Loewe=1.68, Synergy_HSA=-2.44.